Dataset: Peptide-MHC class I binding affinity with 185,985 pairs from IEDB/IMGT. Task: Regression. Given a peptide amino acid sequence and an MHC pseudo amino acid sequence, predict their binding affinity value. This is MHC class I binding data. (1) The peptide sequence is ALVSEVTEV. The MHC is HLA-A02:50 with pseudo-sequence HLA-A02:50. The binding affinity (normalized) is 1.00. (2) The peptide sequence is LMARRARSL. The MHC is HLA-B14:02 with pseudo-sequence HLA-B14:02. The binding affinity (normalized) is 0.872. (3) The peptide sequence is ILYMLSWGK. The MHC is HLA-B57:01 with pseudo-sequence HLA-B57:01. The binding affinity (normalized) is 0.0847. (4) The MHC is H-2-Kb with pseudo-sequence H-2-Kb. The peptide sequence is ICISLSNSF. The binding affinity (normalized) is 0.275. (5) The peptide sequence is LLPAVSSGK. The MHC is HLA-A03:01 with pseudo-sequence HLA-A03:01. The binding affinity (normalized) is 0.302. (6) The peptide sequence is LTYVVIAILT. The MHC is HLA-A68:02 with pseudo-sequence HLA-A68:02. The binding affinity (normalized) is 0.523. (7) The peptide sequence is NTRDHVNLV. The MHC is HLA-A25:01 with pseudo-sequence HLA-A25:01. The binding affinity (normalized) is 0.0847.